From a dataset of Full USPTO retrosynthesis dataset with 1.9M reactions from patents (1976-2016). Predict the reactants needed to synthesize the given product. (1) Given the product [F:1][C:2]1[CH:7]=[CH:6][C:5]([C:8]2[C:16]([C:23]3[CH:28]=[CH:27][N:26]=[CH:25][CH:24]=3)=[C:11]3[CH:12]=[CH:13][CH:14]=[CH:15][N:10]3[N:9]=2)=[CH:4][CH:3]=1, predict the reactants needed to synthesize it. The reactants are: [F:1][C:2]1[CH:7]=[CH:6][C:5]([C:8]2[C:16](Br)=[C:11]3[CH:12]=[CH:13][CH:14]=[CH:15][N:10]3[N:9]=2)=[CH:4][CH:3]=1.C([Sn](CCCC)(CCCC)[C:23]1[CH:28]=[CH:27][N:26]=[CH:25][CH:24]=1)CCC.[F-].[K+]. (2) Given the product [NH2:1][C:4]1[C:12]2[C:7](=[CH:8][CH:9]=[CH:10][CH:11]=2)[NH:6][C:5]=1[C:13]1[C:14](=[O:23])[NH:15][C:16]2[C:21]([N:22]=1)=[CH:20][CH:19]=[CH:18][CH:17]=2, predict the reactants needed to synthesize it. The reactants are: [N+:1]([C:4]1[C:12]2[C:7](=[CH:8][CH:9]=[CH:10][CH:11]=2)[NH:6][C:5]=1[C:13]1[C:14](=[O:23])[NH:15][C:16]2[C:21]([N:22]=1)=[CH:20][CH:19]=[CH:18][CH:17]=2)([O-])=O.